From a dataset of Peptide-MHC class II binding affinity with 134,281 pairs from IEDB. Regression. Given a peptide amino acid sequence and an MHC pseudo amino acid sequence, predict their binding affinity value. This is MHC class II binding data. (1) The peptide sequence is YDKFLANVSTDLTGK. The MHC is DRB1_1101 with pseudo-sequence DRB1_1101. The binding affinity (normalized) is 0.410. (2) The peptide sequence is SQDLELSQNLNGLQAY. The MHC is DRB1_0401 with pseudo-sequence DRB1_0401. The binding affinity (normalized) is 0.192. (3) The peptide sequence is DEYVEQVAQYKALPV. The MHC is HLA-DPA10201-DPB10501 with pseudo-sequence HLA-DPA10201-DPB10501. The binding affinity (normalized) is 0.103. (4) The peptide sequence is VYRIMTRGLLGSYQAGA. The MHC is DRB5_0101 with pseudo-sequence DRB5_0101. The binding affinity (normalized) is 0.425. (5) The peptide sequence is TLLYPLFNLWGPAFHER. The MHC is DRB1_1501 with pseudo-sequence DRB1_1501. The binding affinity (normalized) is 0.386. (6) The peptide sequence is STNIRQAGVQYSR. The MHC is DRB1_0301 with pseudo-sequence DRB1_0301. The binding affinity (normalized) is 0.337.